Dataset: Peptide-MHC class I binding affinity with 185,985 pairs from IEDB/IMGT. Task: Regression. Given a peptide amino acid sequence and an MHC pseudo amino acid sequence, predict their binding affinity value. This is MHC class I binding data. (1) The peptide sequence is LMWNKQFIK. The MHC is HLA-A33:01 with pseudo-sequence HLA-A33:01. The binding affinity (normalized) is 0.680. (2) The peptide sequence is LPTWLGAAI. The MHC is HLA-B15:01 with pseudo-sequence HLA-B15:01. The binding affinity (normalized) is 0.0847.